This data is from Experimental lipophilicity measurements (octanol/water distribution) for 4,200 compounds from AstraZeneca. The task is: Regression/Classification. Given a drug SMILES string, predict its absorption, distribution, metabolism, or excretion properties. Task type varies by dataset: regression for continuous measurements (e.g., permeability, clearance, half-life) or binary classification for categorical outcomes (e.g., BBB penetration, CYP inhibition). For this dataset (lipophilicity_astrazeneca), we predict Y. (1) The compound is N#CC1(NC(=O)[C@@H]2CCCC[C@H]2C(=O)N2CCN(c3nc4ccncc4s3)CC2)CC1. The Y is 1.60 logD. (2) The compound is C[C@H](Nc1nc(Nc2ncc(C#N)s2)cc(N2CCOCC2)n1)c1ccc(F)cn1. The Y is 3.45 logD. (3) The molecule is CN1Cc2c(N)cccc2[C@H](c2ccccc2)C1. The Y is 2.11 logD. (4) The drug is Cc1oc(-c2ccccc2)cc1C(=O)Nc1cccc(C(=O)O)c1. The Y is 1.63 logD. (5) The compound is CC(C)Cn1c(=O)n(C)c(=O)c2c(C(=O)N3C[C@H](O)CO3)c(Cc3ccnc4ccccc34)sc21. The Y is 2.14 logD.